This data is from Full USPTO retrosynthesis dataset with 1.9M reactions from patents (1976-2016). The task is: Predict the reactants needed to synthesize the given product. (1) Given the product [CH2:1]([N:8]1[C:12]([CH3:13])=[C:11]([I:19])[CH:10]=[C:9]1[C:14]([O:16][CH2:17][CH3:18])=[O:15])[C:2]1[CH:3]=[CH:4][CH:5]=[CH:6][CH:7]=1, predict the reactants needed to synthesize it. The reactants are: [CH2:1]([N:8]1[C:12]([CH3:13])=[CH:11][CH:10]=[C:9]1[C:14]([O:16][CH2:17][CH3:18])=[O:15])[C:2]1[CH:7]=[CH:6][CH:5]=[CH:4][CH:3]=1.[I:19]N1C(=O)CCC1=O. (2) The reactants are: [Br:1][C:2]1[CH:3]=[C:4]([NH:23][CH2:24][C:25]2[N:26]=[N:27][N:28]([CH2:30][CH2:31][N:32]3C(=O)C4C(=CC=CC=4)C3=O)[CH:29]=2)[CH:5]=[C:6]2[C:11]=1[N:10]=[CH:9][C:8]([C:12]#[N:13])=[C:7]2[NH:14][C:15]1[CH:20]=[CH:19][C:18]([F:21])=[C:17]([Cl:22])[CH:16]=1.O.NN. Given the product [NH2:32][CH2:31][CH2:30][N:28]1[CH:29]=[C:25]([CH2:24][NH:23][C:4]2[CH:5]=[C:6]3[C:11](=[C:2]([Br:1])[CH:3]=2)[N:10]=[CH:9][C:8]([C:12]#[N:13])=[C:7]3[NH:14][C:15]2[CH:20]=[CH:19][C:18]([F:21])=[C:17]([Cl:22])[CH:16]=2)[N:26]=[N:27]1, predict the reactants needed to synthesize it. (3) Given the product [CH3:28][O:27][C:17]1[CH:16]=[C:15]([CH:20]=[CH:19][C:18]=1[N:21]1[CH:25]=[C:24]([CH3:26])[N:23]=[CH:22]1)/[CH:14]=[C:11]1/[C:10](=[O:29])[NH:9][CH2:13][CH2:12]/1, predict the reactants needed to synthesize it. The reactants are: C(O)C.CO.C([N:9]1[CH2:13][CH2:12]/[C:11](=[CH:14]\[C:15]2[CH:20]=[CH:19][C:18]([N:21]3[CH:25]=[C:24]([CH3:26])[N:23]=[CH:22]3)=[C:17]([O:27][CH3:28])[CH:16]=2)/[C:10]1=[O:29])(=O)C.C(=O)([O-])[O-].[K+].[K+].